This data is from Reaction yield outcomes from USPTO patents with 853,638 reactions. The task is: Predict the reaction yield, written as a fraction of the theoretical maximum amount of product (1.0 means a 100% yield; for example, 0.34 means a 34% yield). (1) The reactants are CN.[CH3:3][N:4](C(ON1N=NC2C=CC=CC1=2)=[N+](C)C)C.[B-](F)(F)(F)F.[Cl:25][C:26]1[CH:31]=[CH:30][C:29]([CH2:32][CH2:33][C:34](O)=[O:35])=[CH:28][C:27]=1[CH2:37][OH:38]. The catalyst is C(Cl)Cl. The product is [Cl:25][C:26]1[CH:31]=[CH:30][C:29]([CH2:32][CH2:33][C:34]([NH:4][CH3:3])=[O:35])=[CH:28][C:27]=1[CH2:37][OH:38]. The yield is 0.200. (2) The reactants are [CH3:1][CH:2]1[CH2:11][C:10]2[NH:9][N:8]=[C:7]([C:12]3[CH:17]=[CH:16][CH:15]=[C:14]([C:18]([F:21])([F:20])[F:19])[CH:13]=3)[CH2:6][C:5]=2[C:4](=O)[CH2:3]1.Cl.[NH2:24][NH2:25].C(N(CC)CC)C. The catalyst is C(O)C. The product is [CH3:1][CH:2]1[CH2:11][C:10]2[N:9]=[N:8][C:7]([C:12]3[CH:17]=[CH:16][CH:15]=[C:14]([C:18]([F:21])([F:20])[F:19])[CH:13]=3)=[CH:6][C:5]=2[C:4](=[N:24][NH2:25])[CH2:3]1. The yield is 0.125. (3) The reactants are CN(C)[C:3](=[CH2:11])[C:4]([C:6]1[S:7][CH:8]=[CH:9][CH:10]=1)=[O:5].Cl.[NH2:14]O. The catalyst is CO. The product is [S:7]1[CH:8]=[CH:9][CH:10]=[C:6]1[C:4]1[O:5][N:14]=[CH:11][CH:3]=1. The yield is 0.930. (4) The reactants are [Cl:1][C:2]1[CH:7]=[CH:6][CH:5]=[CH:4][C:3]=1[N:8]1[C:12]([S:13]([C:16]2[CH:17]=[N:18][C:19](Cl)=[CH:20][CH:21]=2)(=[O:15])=[O:14])=[CH:11][C:10]([CH2:23][N:24]([CH3:32])[C:25](=[O:31])[O:26][C:27]([CH3:30])([CH3:29])[CH3:28])=[N:9]1.[CH3:33][O-:34].[Na+].CO. The catalyst is CO. The product is [Cl:1][C:2]1[CH:7]=[CH:6][CH:5]=[CH:4][C:3]=1[N:8]1[C:12]([S:13]([C:16]2[CH:17]=[N:18][C:19]([O:34][CH3:33])=[CH:20][CH:21]=2)(=[O:15])=[O:14])=[CH:11][C:10]([CH2:23][N:24]([CH3:32])[C:25](=[O:31])[O:26][C:27]([CH3:30])([CH3:28])[CH3:29])=[N:9]1. The yield is 0.980. (5) The reactants are [CH2:1]([O:3][C:4]1[CH:9]=[CH:8][CH:7]=[CH:6][C:5]=1B(O)O)[CH3:2].[F-].[K+].[N+:15]([C:18]1[CH:23]=[C:22]([N+:24]([O-:26])=[O:25])[CH:21]=[CH:20][C:19]=1Br)([O-:17])=[O:16].C(P(C(C)(C)C)C(C)(C)C)(C)(C)C. The catalyst is C1COCC1.C1C=CC(/C=C/C(/C=C/C2C=CC=CC=2)=O)=CC=1.C1C=CC(/C=C/C(/C=C/C2C=CC=CC=2)=O)=CC=1.C1C=CC(/C=C/C(/C=C/C2C=CC=CC=2)=O)=CC=1.[Pd].[Pd]. The product is [CH2:1]([O:3][C:4]1[CH:9]=[CH:8][CH:7]=[CH:6][C:5]=1[C:19]1[CH:20]=[CH:21][C:22]([N+:24]([O-:26])=[O:25])=[CH:23][C:18]=1[N+:15]([O-:17])=[O:16])[CH3:2]. The yield is 0.820. (6) The reactants are Cl[C:2]1[N:9]=[C:8]([CH3:10])[CH:7]=[C:6]([OH:11])[C:3]=1[C:4]#[N:5].[CH3:12][O-:13].[Na+]. The catalyst is CO. The product is [OH:11][C:6]1[C:3]([C:4]#[N:5])=[C:2]([O:13][CH3:12])[N:9]=[C:8]([CH3:10])[CH:7]=1. The yield is 1.00. (7) The reactants are [CH:1]([C:3]1[CH:17]=[CH:16][C:6]([O:7][C:8]2[CH:9]=[C:10]([CH:13]=[CH:14][CH:15]=2)[C:11]#[N:12])=[CH:5][CH:4]=1)=[O:2].[BH4-].[Na+]. The catalyst is CO.C(OCC)(=O)C. The product is [OH:2][CH2:1][C:3]1[CH:17]=[CH:16][C:6]([O:7][C:8]2[CH:9]=[C:10]([CH:13]=[CH:14][CH:15]=2)[C:11]#[N:12])=[CH:5][CH:4]=1. The yield is 0.910.